Predict which catalyst facilitates the given reaction. From a dataset of Catalyst prediction with 721,799 reactions and 888 catalyst types from USPTO. (1) Reactant: [Br:1][C:2]1[CH:3]=[C:4]([CH2:8][CH:9]([OH:31])[CH:10]([NH:12][C:13]([C:15]2[O:19][N:18]=[C:17]([C:20]3[CH:25]=[CH:24][C:23]([O:26][C:27]([F:30])([F:29])[F:28])=[CH:22][CH:21]=3)[N:16]=2)=[O:14])[CH3:11])[CH:5]=[CH:6][CH:7]=1.CC(OI1(OC(C)=O)(OC(C)=O)OC(=O)C2C=CC=CC1=2)=O. Product: [Br:1][C:2]1[CH:3]=[C:4]([CH2:8][C:9](=[O:31])[CH:10]([NH:12][C:13]([C:15]2[O:19][N:18]=[C:17]([C:20]3[CH:21]=[CH:22][C:23]([O:26][C:27]([F:28])([F:29])[F:30])=[CH:24][CH:25]=3)[N:16]=2)=[O:14])[CH3:11])[CH:5]=[CH:6][CH:7]=1. The catalyst class is: 2. (2) Reactant: O([C:3]([CH3:6])([CH3:5])[CH3:4])[K].BrP(C)(C1C=CC=CC=1)(C1C=CC=CC=1)C1C=CC=CC=1.[O:28]1[C:32]2([CH2:37]CC(=O)C[CH2:33]2)[O:31][CH2:30][CH2:29]1. Product: [CH2:4]=[C:3]1[CH2:6][CH2:37][C:32]2([O:31][CH2:30][CH2:29][O:28]2)[CH2:33][CH2:5]1. The catalyst class is: 28. (3) Reactant: [Br:1][C:2]1[N:3]=[C:4]([CH:7]=O)[S:5][CH:6]=1.[CH:9]1([NH2:12])[CH2:11][CH2:10]1.C(O[BH-](OC(=O)C)OC(=O)C)(=O)C.[Na+].C(=O)([O-])O.[Na+]. Product: [Br:1][C:2]1[N:3]=[C:4]([CH2:7][NH:12][CH:9]2[CH2:11][CH2:10]2)[S:5][CH:6]=1. The catalyst class is: 7. (4) Reactant: [C:1]([O:5][C:6]([N:8]1[CH2:13][CH2:12][C:11]([NH:17][C:18]([O:20][CH2:21][C:22]2[CH:27]=[CH:26][CH:25]=[CH:24][CH:23]=2)=[O:19])([C:14](O)=[O:15])[CH2:10][CH2:9]1)=[O:7])([CH3:4])([CH3:3])[CH3:2].Cl.C[N:30](C)CCCN=C=NCC.ON1C2N=CC=CC=2N=N1.C(N(CC)CC)C.N. Product: [NH2:30][C:14]([C:11]1([NH:17][C:18]([O:20][CH2:21][C:22]2[CH:27]=[CH:26][CH:25]=[CH:24][CH:23]=2)=[O:19])[CH2:10][CH2:9][N:8]([C:6]([O:5][C:1]([CH3:3])([CH3:2])[CH3:4])=[O:7])[CH2:13][CH2:12]1)=[O:15]. The catalyst class is: 3.